From a dataset of Forward reaction prediction with 1.9M reactions from USPTO patents (1976-2016). Predict the product of the given reaction. (1) Given the reactants [NH2:1][C:2]1[C:7]([O:8][CH:9]2[C:13]3([CH2:15][CH2:14]3)[CH2:12][N:11]([C:16]([O:18][C:19]([CH3:22])([CH3:21])[CH3:20])=[O:17])[CH2:10]2)=[CH:6][C:5]([C:23]([O:25]C)=O)=[CH:4][N:3]=1.[CH3:27][NH2:28], predict the reaction product. The product is: [NH2:1][C:2]1[C:7]([O:8][CH:9]2[C:13]3([CH2:14][CH2:15]3)[CH2:12][N:11]([C:16]([O:18][C:19]([CH3:20])([CH3:21])[CH3:22])=[O:17])[CH2:10]2)=[CH:6][C:5]([C:23](=[O:25])[NH:28][CH3:27])=[CH:4][N:3]=1. (2) The product is: [CH3:13][C:14]1[CH:19]=[CH:18][CH:17]=[CH:16][C:15]=1[NH:20][C:21](=[O:24])[CH2:22][N:10]1[CH2:9][CH2:8][N:7]([C:2]2[CH:3]=[CH:4][CH:5]=[CH:6][N:1]=2)[CH2:12][CH2:11]1. Given the reactants [N:1]1[CH:6]=[CH:5][CH:4]=[CH:3][C:2]=1[N:7]1[CH2:12][CH2:11][NH:10][CH2:9][CH2:8]1.[CH3:13][C:14]1[CH:19]=[CH:18][CH:17]=[CH:16][C:15]=1[NH:20][C:21](=[O:24])[CH2:22]Cl.C(=O)([O-])[O-].[Na+].[Na+], predict the reaction product. (3) The product is: [CH3:22][C:2]([CH3:1])([CH3:21])[CH2:3][CH2:4][NH:5][CH:6]([C:8]1[O:12][C:11]([NH:13][C:14](=[O:20])[C@@H:15]([NH:19][CH:29]2[CH2:30][C:31]3[C:26](=[CH:25][C:24]([F:23])=[CH:33][C:32]=3[F:34])[CH2:27][CH2:28]2)[CH2:16][CH2:17][CH3:18])=[N:10][CH:9]=1)[CH3:7]. Given the reactants [CH3:1][C:2]([CH3:22])([CH3:21])[CH2:3][CH2:4][NH:5][CH:6]([C:8]1[O:12][C:11]([NH:13][C:14](=[O:20])[C@@H:15]([NH2:19])[CH2:16][CH2:17][CH3:18])=[N:10][CH:9]=1)[CH3:7].[F:23][C:24]1[CH:25]=[C:26]2[C:31](=[C:32]([F:34])[CH:33]=1)[CH2:30][C:29](=O)[CH2:28][CH2:27]2.C(N(CC)CC)C.C(O)(=O)C.C(O[BH-](OC(=O)C)OC(=O)C)(=O)C.[Na+].Cl, predict the reaction product. (4) Given the reactants [Cl:1][C:2]1[C:11]2[C:6](=[CH:7][CH:8]=[CH:9][C:10]=2[O:12][CH:13]2[CH2:18][CH2:17][N:16]([CH3:19])[CH2:15][CH2:14]2)[N:5]=[CH:4][N:3]=1.[NH2:20][C:21]1[CH:22]=[C:23]2[C:27](=[CH:28][CH:29]=1)[NH:26][CH:25]=[CH:24]2, predict the reaction product. The product is: [ClH:1].[NH:26]1[C:27]2[C:23](=[CH:22][C:21]([NH:20][C:2]3[C:11]4[C:6](=[CH:7][CH:8]=[CH:9][C:10]=4[O:12][CH:13]4[CH2:18][CH2:17][N:16]([CH3:19])[CH2:15][CH2:14]4)[N:5]=[CH:4][N:3]=3)=[CH:29][CH:28]=2)[CH:24]=[CH:25]1. (5) Given the reactants [CH2:1]([O:3][P:4]([C:9](Br)([F:11])[F:10])(=[O:8])[O:5][CH2:6][CH3:7])[CH3:2].[Br:13][C:14]1[CH:19]=[C:18]([CH3:20])[CH:17]=[CH:16][C:15]=1I.O, predict the reaction product. The product is: [CH2:1]([O:3][P:4]([C:9]([C:15]1[CH:16]=[CH:17][C:18]([CH3:20])=[CH:19][C:14]=1[Br:13])([F:11])[F:10])(=[O:8])[O:5][CH2:6][CH3:7])[CH3:2]. (6) Given the reactants C([O:5][C:6](=[O:15])[CH2:7][NH:8][C:9](=[O:14])[CH2:10][N:11]([CH3:13])[CH3:12])(C)(C)C, predict the reaction product. The product is: [CH3:12][N:11]([CH3:13])[CH2:10][C:9]([NH:8][CH2:7][C:6]([OH:15])=[O:5])=[O:14]. (7) Given the reactants [C:1]([CH:4]1[O:8][C:7]2[C:9](=[O:19])[C:10]3[C:15]([C:16](=[O:17])[C:6]=2[CH2:5]1)=[C:14]([OH:18])[CH:13]=[CH:12][CH:11]=3)(=[O:3])[CH3:2], predict the reaction product. The product is: [C:1]([C:4]1[O:8][C:7]2[C:9](=[O:19])[C:10]3[C:15]([C:16](=[O:17])[C:6]=2[CH:5]=1)=[C:14]([OH:18])[CH:13]=[CH:12][CH:11]=3)(=[O:3])[CH3:2]. (8) Given the reactants P([O-])([O-])([O-])=O.[CH3:6][N:7]1[C:12]2[S:13][CH:14]=[C:15]([CH2:16][C:17]([NH:19][C:20]3[S:21][CH:22]=[C:23]([C:25]4[CH:30]=[CH:29][C:28]([C:31]([F:34])([F:33])[F:32])=[C:27]([F:35])[CH:26]=4)[N:24]=3)=[O:18])[C:11]=2[C:10](=[O:36])[N:9]([CH3:37])[C:8]1=[O:38].[P:39]([O:51][CH2:52]I)([O:46][C:47]([CH3:50])([CH3:49])[CH3:48])([O:41][C:42]([CH3:45])([CH3:44])[CH3:43])=[O:40].[H-].[Na+], predict the reaction product. The product is: [P:39]([O:51][CH2:52][N:24]1[C:23]([C:25]2[CH:30]=[CH:29][C:28]([C:31]([F:32])([F:34])[F:33])=[C:27]([F:35])[CH:26]=2)=[CH:22][S:21][C:20]1=[N:19][C:17](=[O:18])[CH2:16][C:15]1[C:11]2[C:10](=[O:36])[N:9]([CH3:37])[C:8](=[O:38])[N:7]([CH3:6])[C:12]=2[S:13][CH:14]=1)([O:41][C:42]([CH3:45])([CH3:44])[CH3:43])([O:46][C:47]([CH3:48])([CH3:49])[CH3:50])=[O:40]. (9) Given the reactants [ClH:1].[NH2:2][C:3]1[N:7]([C:8]2[CH:13]=[CH:12][C:11]([O:14][CH3:15])=[CH:10][CH:9]=2)[N:6]=[CH:5][C:4]=1[N:16]=O.[H][H], predict the reaction product. The product is: [ClH:1].[ClH:1].[CH3:15][O:14][C:11]1[CH:10]=[CH:9][C:8]([N:7]2[C:3]([NH2:2])=[C:4]([NH2:16])[CH:5]=[N:6]2)=[CH:13][CH:12]=1. (10) Given the reactants [NH2:1][CH:2]1[CH2:7][CH2:6][CH:5]([S:8]([NH2:11])(=[O:10])=[O:9])[CH2:4][CH2:3]1.Cl[C:13]1[CH:14]=[CH:15][C:16]2[N:17]([C:19]([C:22]3[CH:27]=[CH:26][CH:25]=[C:24]([Cl:28])[CH:23]=3)=[CH:20][N:21]=2)[N:18]=1.[F-].[K+], predict the reaction product. The product is: [Cl:28][C:24]1[CH:23]=[C:22]([C:19]2[N:17]3[N:18]=[C:13]([NH:1][CH:2]4[CH2:7][CH2:6][CH:5]([S:8]([NH2:11])(=[O:9])=[O:10])[CH2:4][CH2:3]4)[CH:14]=[CH:15][C:16]3=[N:21][CH:20]=2)[CH:27]=[CH:26][CH:25]=1.